Dataset: CYP2C9 inhibition data for predicting drug metabolism from PubChem BioAssay. Task: Regression/Classification. Given a drug SMILES string, predict its absorption, distribution, metabolism, or excretion properties. Task type varies by dataset: regression for continuous measurements (e.g., permeability, clearance, half-life) or binary classification for categorical outcomes (e.g., BBB penetration, CYP inhibition). Dataset: cyp2c9_veith. The compound is Nc1ncnc2nc(-c3ccc(C[P+](c4ccccc4)(c4ccccc4)c4ccccc4)cc3)[nH]c12. The result is 0 (non-inhibitor).